Dataset: Reaction yield outcomes from USPTO patents with 853,638 reactions. Task: Predict the reaction yield, written as a fraction of the theoretical maximum amount of product (1.0 means a 100% yield; for example, 0.34 means a 34% yield). The reactants are [H-].[Na+].[CH3:3][NH:4][C:5]1[N:9]([CH3:10])[C:8]([C:11]2[CH:12]=[N:13][CH:14]=[CH:15][CH:16]=2)=[N:7][N:6]=1.Cl[CH:18]([C:20]1[N:24]=[C:23]([C:25]2[CH:30]=[CH:29][CH:28]=[C:27]([Cl:31])[CH:26]=2)[O:22][N:21]=1)[CH3:19]. The catalyst is CN(C=O)C.[Cl-].[Na+].O. The product is [Cl:31][C:27]1[CH:26]=[C:25]([C:23]2[O:22][N:21]=[C:20]([CH:18]([N:4]([CH3:3])[C:5]3[N:9]([CH3:10])[C:8]([C:11]4[CH:12]=[N:13][CH:14]=[CH:15][CH:16]=4)=[N:7][N:6]=3)[CH3:19])[N:24]=2)[CH:30]=[CH:29][CH:28]=1. The yield is 0.430.